Dataset: Forward reaction prediction with 1.9M reactions from USPTO patents (1976-2016). Task: Predict the product of the given reaction. (1) Given the reactants C(N(CC)CC)C.Cl.[NH2:9][CH2:10][C:11]1[CH:19]=[CH:18][CH:17]=[C:16]2[C:12]=1[CH2:13][N:14]([CH:21]1[CH2:26][CH2:25][C:24](=[O:27])[NH:23][C:22]1=[O:28])[C:15]2=[O:20].[Cl:29][C:30]1[CH:31]=[C:32]([CH:36]=[CH:37][C:38]=1[Cl:39])[C:33](Cl)=[O:34], predict the reaction product. The product is: [Cl:29][C:30]1[CH:31]=[C:32]([CH:36]=[CH:37][C:38]=1[Cl:39])[C:33]([NH:9][CH2:10][C:11]1[CH:19]=[CH:18][CH:17]=[C:16]2[C:12]=1[CH2:13][N:14]([CH:21]1[CH2:26][CH2:25][C:24](=[O:27])[NH:23][C:22]1=[O:28])[C:15]2=[O:20])=[O:34]. (2) Given the reactants Cl[C:2]1[C:3]2[CH:10]=[C:9]([C:11]([O:13][CH2:14][CH3:15])=[O:12])[S:8][C:4]=2[N:5]=[CH:6][N:7]=1.C(=O)([O-])[O-].[K+].[K+].[CH2:22]([NH2:30])[CH2:23][C:24]1[CH:29]=[CH:28][CH:27]=[CH:26][CH:25]=1, predict the reaction product. The product is: [CH2:22]([NH:30][C:2]1[C:3]2[CH:10]=[C:9]([C:11]([O:13][CH2:14][CH3:15])=[O:12])[S:8][C:4]=2[N:5]=[CH:6][N:7]=1)[CH2:23][C:24]1[CH:29]=[CH:28][CH:27]=[CH:26][CH:25]=1.